This data is from Catalyst prediction with 721,799 reactions and 888 catalyst types from USPTO. The task is: Predict which catalyst facilitates the given reaction. (1) Reactant: Br[C:2]1[N:3]=[C:4]2[N:11]([CH:12]3[CH2:17][CH2:16][O:15][CH2:14][CH2:13]3)[CH2:10][C:9](=[O:18])[NH:8][C:5]2=[N:6][CH:7]=1.Br[C:20]1[C:21]([NH:27][C:28](=O)CI)=[N:22][CH:23]=[C:24](Br)[N:25]=1.[CH:32](N(C(C)C)CC)(C)[CH3:33].O1CCC([NH2:47])CC1. Product: [NH:47]1[CH:28]=[N:27][C:21]([C:20]2[N:25]=[CH:24][C:23]([C:2]3[N:3]=[C:4]4[N:11]([CH:12]5[CH2:17][CH2:16][O:15][CH2:14][CH2:13]5)[CH2:10][C:9](=[O:18])[NH:8][C:5]4=[N:6][CH:7]=3)=[CH:33][CH:32]=2)=[N:22]1. The catalyst class is: 10. (2) Reactant: [N:1]1[C:10]2[C:5](=[CH:6][CH:7]=[CH:8][CH:9]=2)[CH:4]=[CH:3][C:2]=1[CH2:11]P(=O)(OCC)OCC.[Li]CCCC.[CH:25]([C:27]1[N:28]=[C:29]2[C:34]([N:35]3[CH2:40][CH2:39][O:38][CH2:37][CH2:36]3)=[CH:33][CH:32]=[N:31][N:30]2[C:41]=1[C:42]1[CH:54]=[CH:53][C:45]([C:46]([O:48][C:49]([CH3:52])([CH3:51])[CH3:50])=[O:47])=[CH:44][CH:43]=1)=O.[NH4+].[Cl-]. Product: [O:38]1[CH2:37][CH2:36][N:35]([C:34]2[C:29]3[N:30]([C:41]([C:42]4[CH:54]=[CH:53][C:45]([C:46]([O:48][C:49]([CH3:50])([CH3:51])[CH3:52])=[O:47])=[CH:44][CH:43]=4)=[C:27](/[CH:25]=[CH:11]/[C:2]4[CH:3]=[CH:4][C:5]5[CH2:6][CH2:7][CH2:8][CH2:9][C:10]=5[N:1]=4)[N:28]=3)[N:31]=[CH:32][CH:33]=2)[CH2:40][CH2:39]1. The catalyst class is: 20.